From a dataset of Full USPTO retrosynthesis dataset with 1.9M reactions from patents (1976-2016). Predict the reactants needed to synthesize the given product. (1) Given the product [CH2:34]([N:38]([CH2:65][CH2:66][CH2:67][CH3:68])[C:39]1[CH:46]=[CH:45][C:42]([CH:43]=[CH:14][C:9]2[S:13][CH:12]=[CH:11][CH:10]=2)=[C:41]([O:47][Si:48]([C:61]([CH3:62])([CH3:64])[CH3:63])([C:55]2[CH:56]=[CH:57][CH:58]=[CH:59][CH:60]=2)[C:49]2[CH:54]=[CH:53][CH:52]=[CH:51][CH:50]=2)[CH:40]=1)[CH2:35][CH2:36][CH3:37], predict the reactants needed to synthesize it. The reactants are: C1([Li])C=CC=CC=1.[Cl-].[C:9]1([CH2:14][P+](C2C=CC=CC=2)(C2C=CC=CC=2)C2C=CC=CC=2)[S:13][CH:12]=[CH:11][CH:10]=1.[CH2:34]([N:38]([CH2:65][CH2:66][CH2:67][CH3:68])[C:39]1[CH:46]=[CH:45][C:42]([CH:43]=O)=[C:41]([O:47][Si:48]([C:61]([CH3:64])([CH3:63])[CH3:62])([C:55]2[CH:60]=[CH:59][CH:58]=[CH:57][CH:56]=2)[C:49]2[CH:54]=[CH:53][CH:52]=[CH:51][CH:50]=2)[CH:40]=1)[CH2:35][CH2:36][CH3:37].O. (2) Given the product [CH2:1]([N:8]1[C:13](=[O:14])[C:12]([C:29]2[CH:30]=[CH:31][C:26]([Cl:25])=[CH:27][CH:28]=2)=[C:11]([C:29]2[CH:30]=[CH:31][C:26]([Cl:25])=[CH:27][CH:28]=2)[C:10]([O:17][CH2:18][C:19]2[CH:24]=[CH:23][CH:22]=[CH:21][CH:20]=2)=[N:9]1)[C:2]1[CH:7]=[CH:6][CH:5]=[CH:4][CH:3]=1, predict the reactants needed to synthesize it. The reactants are: [CH2:1]([N:8]1[C:13](=[O:14])[C:12](Cl)=[C:11](Cl)[C:10]([O:17][CH2:18][C:19]2[CH:24]=[CH:23][CH:22]=[CH:21][CH:20]=2)=[N:9]1)[C:2]1[CH:7]=[CH:6][CH:5]=[CH:4][CH:3]=1.[Cl:25][C:26]1[CH:31]=[CH:30][C:29](B(O)O)=[CH:28][CH:27]=1.C(=O)([O-])[O-].[Na+].[Na+].